Dataset: Forward reaction prediction with 1.9M reactions from USPTO patents (1976-2016). Task: Predict the product of the given reaction. Given the reactants [NH2:1][C@@H:2]([C@@H:13]([CH3:16])[CH2:14][CH3:15])[C:3]([N:5]([CH3:12])[C@@H:6]([CH:9]([CH3:11])[CH3:10])[C:7]#[CH:8])=[O:4].CCO[C:20]([CH3:22])=[O:21], predict the reaction product. The product is: [CH3:6][N:5]1[CH2:3][CH2:2][CH2:13][CH2:14][C@@H:22]1[C:20]([NH:1][C@@H:2]([C@@H:13]([CH3:16])[CH2:14][CH3:15])[C:3]([N:5]([CH3:12])[C@@H:6]([CH:9]([CH3:11])[CH3:10])[C:7]#[CH:8])=[O:4])=[O:21].